This data is from Reaction yield outcomes from USPTO patents with 853,638 reactions. The task is: Predict the reaction yield, written as a fraction of the theoretical maximum amount of product (1.0 means a 100% yield; for example, 0.34 means a 34% yield). (1) The reactants are I[C:2]1[C:11]([O:12][C@H:13]2[CH2:18][CH2:17][C@@H:16]([C:19]([F:22])([F:21])[F:20])[CH2:15][CH2:14]2)=[CH:10][CH:9]=[C:8]2[C:3]=1[CH:4]=[CH:5][C:6]([C:23]([O:25][CH3:26])=[O:24])=[CH:7]2.C(Cl)Cl.C[C:31]([N:33](C)C)=O. The catalyst is CCOC(C)=O.[C-]#N.[C-]#N.[Zn+2]. The product is [C:31]([C:2]1[C:11]([O:12][C@H:13]2[CH2:18][CH2:17][C@@H:16]([C:19]([F:22])([F:21])[F:20])[CH2:15][CH2:14]2)=[CH:10][CH:9]=[C:8]2[C:3]=1[CH:4]=[CH:5][C:6]([C:23]([O:25][CH3:26])=[O:24])=[CH:7]2)#[N:33]. The yield is 0.500. (2) The reactants are O=[C:2]1[C:7]([C:8]([O:10][CH3:11])=[O:9])=[CH:6][CH:5]=[CH:4][O:3]1.[F:12][C:13]1[CH:19]=[CH:18][C:16]([NH2:17])=[C:15]([CH3:20])[CH:14]=1.Cl.C(N=C=NCCCN(C)C)C.Cl. The catalyst is CN(C)C=O.CN(C)C1C=CN=CC=1. The product is [F:12][C:13]1[CH:19]=[CH:18][C:16]([N:17]2[CH:4]=[CH:5][CH:6]=[C:7]([C:8]([O:10][CH3:11])=[O:9])[C:2]2=[O:3])=[C:15]([CH3:20])[CH:14]=1. The yield is 0.0800. (3) The reactants are [CH:1]1([C:6]([C:8]2[CH:13]=[C:12]([CH3:14])[CH:11]=[CH:10][C:9]=2[NH:15][C:16]([NH:18][C:19]2[S:20][CH:21]=[C:22]([CH2:24][CH:25]=O)[N:23]=2)=[O:17])=[O:7])[CH2:5][CH2:4][CH2:3][CH2:2]1.[C:27]([CH:32]=P(C1C=CC=CC=1)(C1C=CC=CC=1)C1C=CC=CC=1)([O:29][CH2:30][CH3:31])=[O:28]. No catalyst specified. The product is [CH2:30]([O:29][C:27](=[O:28])[CH:32]=[CH:25][CH2:24][C:22]1[N:23]=[C:19]([NH:18][C:16]([NH:15][C:9]2[CH:10]=[CH:11][C:12]([CH3:14])=[CH:13][C:8]=2[C:6]([CH:1]2[CH2:5][CH2:4][CH2:3][CH2:2]2)=[O:7])=[O:17])[S:20][CH:21]=1)[CH3:31]. The yield is 0.420.